This data is from Peptide-MHC class II binding affinity with 134,281 pairs from IEDB. The task is: Regression. Given a peptide amino acid sequence and an MHC pseudo amino acid sequence, predict their binding affinity value. This is MHC class II binding data. (1) The peptide sequence is SQDLELSWNLCGLQAY. The MHC is DRB1_1302 with pseudo-sequence DRB1_1302. The binding affinity (normalized) is 0.858. (2) The peptide sequence is TVKVEPHTGDYVAAN. The MHC is DRB5_0101 with pseudo-sequence DRB5_0101. The binding affinity (normalized) is 0.0751. (3) The peptide sequence is SFDSKLHLISLLSLL. The MHC is H-2-IAb with pseudo-sequence H-2-IAb. The binding affinity (normalized) is 0.0375. (4) The peptide sequence is LHKAVEVPISVAEAY. The MHC is DRB1_0101 with pseudo-sequence DRB1_0101. The binding affinity (normalized) is 0.452. (5) The peptide sequence is KALYDLQRSAMVYSS. The MHC is DRB1_1302 with pseudo-sequence DRB1_1302. The binding affinity (normalized) is 0.828. (6) The peptide sequence is GRYKDEKDVTDITVK. The MHC is HLA-DPA10103-DPB10201 with pseudo-sequence HLA-DPA10103-DPB10201. The binding affinity (normalized) is 0. (7) The peptide sequence is KTLILLETFVRVNPD. The MHC is DRB1_1501 with pseudo-sequence DRB1_1501. The binding affinity (normalized) is 0.802. (8) The peptide sequence is QRAAEPWRDDQRSRS. The MHC is DRB1_0404 with pseudo-sequence DRB1_0404. The binding affinity (normalized) is 0.189. (9) The peptide sequence is FKDTSMQKTIPLVAL. The MHC is HLA-DQA10501-DQB10402 with pseudo-sequence HLA-DQA10501-DQB10402. The binding affinity (normalized) is 0.534. (10) The peptide sequence is KSKYKLATSVLAGLL. The MHC is DRB5_0101 with pseudo-sequence DRB5_0101. The binding affinity (normalized) is 0.708.